The task is: Predict the reactants needed to synthesize the given product.. This data is from Full USPTO retrosynthesis dataset with 1.9M reactions from patents (1976-2016). (1) Given the product [CH3:1][S:2]([OH:5])(=[O:4])=[O:3].[N:6]1[C:7]([CH2:15][O:16][C:17]2[CH:18]=[CH:19][C:20]([C:23]3[C:27](=[O:28])[C:26]([CH3:30])([CH3:29])[O:25][C:24]=3[C:31]3[CH:32]=[CH:33][C:34]([C:35]#[N:36])=[CH:37][CH:38]=3)=[CH:21][CH:22]=2)=[CH:8][N:9]2[CH:14]=[CH:13][CH:12]=[CH:11][C:10]=12, predict the reactants needed to synthesize it. The reactants are: [CH3:1][S:2]([OH:5])(=[O:4])=[O:3].[N:6]1[C:7]([CH2:15][O:16][C:17]2[CH:22]=[CH:21][C:20]([C:23]3[C:27](=[O:28])[C:26]([CH3:30])([CH3:29])[O:25][C:24]=3[C:31]3[CH:38]=[CH:37][C:34]([C:35]#[N:36])=[CH:33][CH:32]=3)=[CH:19][CH:18]=2)=[CH:8][N:9]2[CH:14]=[CH:13][CH:12]=[CH:11][C:10]=12. (2) Given the product [C:1]1([C:7]2[C:15]3[C:10](=[CH:11][C:12]([C:16]([O:18][CH3:19])=[O:17])=[CH:13][CH:14]=3)[NH:9][CH:8]=2)[CH2:6][CH2:5][CH2:4][CH2:3][CH:2]=1, predict the reactants needed to synthesize it. The reactants are: [C:1]1([C:7]2[C:15]3[C:10](=[CH:11][C:12]([C:16]([OH:18])=[O:17])=[CH:13][CH:14]=3)[NH:9][CH:8]=2)[CH2:6][CH2:5][CH2:4][CH2:3][CH:2]=1.[C:19]([O-])([O-])=O.[K+].[K+].CI. (3) Given the product [O:1]1[C:13]2[C:12]3[CH2:11][N:10]([C:20]([C:19]4[CH:23]=[C:24]([S:27]([CH3:30])(=[O:29])=[O:28])[CH:25]=[CH:26][C:18]=4[O:17][CH:14]([CH3:16])[CH3:15])=[O:21])[CH2:9][CH2:8][C:7]=3[CH:6]=[CH:5][C:4]=2[O:3][CH2:2]1, predict the reactants needed to synthesize it. The reactants are: [O:1]1[C:13]2[C:12]3[CH2:11][NH:10][CH2:9][CH2:8][C:7]=3[CH:6]=[CH:5][C:4]=2[O:3][CH2:2]1.[CH:14]([O:17][C:18]1[CH:26]=[CH:25][C:24]([S:27]([CH3:30])(=[O:29])=[O:28])=[CH:23][C:19]=1[C:20](O)=[O:21])([CH3:16])[CH3:15].